From a dataset of Forward reaction prediction with 1.9M reactions from USPTO patents (1976-2016). Predict the product of the given reaction. (1) The product is: [CH3:7][O:8][C:9](=[O:10])[C:11]1[CH:16]=[CH:15][C:14]([C:2]2[N:3]=[CH:4][S:5][CH:6]=2)=[CH:13][CH:12]=1. Given the reactants Br[C:2]1[N:3]=[CH:4][S:5][CH:6]=1.[CH3:7][O:8][C:9]([C:11]1[CH:16]=[CH:15][C:14](B(O)O)=[CH:13][CH:12]=1)=[O:10], predict the reaction product. (2) Given the reactants [CH2:1]([O:8][C:9](=[O:15])[CH:10]([CH2:12][O:13][CH3:14])[NH2:11])[C:2]1[CH:7]=[CH:6][CH:5]=[CH:4][CH:3]=1.C(N[C@H](C(O)=O)CCSC)(=O)C.C([O-])([O-])=O.[Na+].[Na+], predict the reaction product. The product is: [CH2:1]([O:8][C:9](=[O:15])[C@@H:10]([CH2:12][O:13][CH3:14])[NH2:11])[C:2]1[CH:7]=[CH:6][CH:5]=[CH:4][CH:3]=1. (3) Given the reactants [O:1]1[CH2:5][CH2:4][CH2:3][CH:2]1[CH2:6][NH:7][C:8]1[CH:15]=[C:14]([C:16]2[C:24]3[CH2:23][C:22]([CH3:26])([CH3:25])[CH2:21][C:20](=[O:27])[C:19]=3[N:18]([CH3:28])[CH:17]=2)[CH:13]=[CH:12][C:9]=1[C:10]#[N:11].[OH:29]O.[OH-].[Na+], predict the reaction product. The product is: [O:1]1[CH2:5][CH2:4][CH2:3][CH:2]1[CH2:6][NH:7][C:8]1[CH:15]=[C:14]([C:16]2[C:24]3[CH2:23][C:22]([CH3:26])([CH3:25])[CH2:21][C:20](=[O:27])[C:19]=3[N:18]([CH3:28])[CH:17]=2)[CH:13]=[CH:12][C:9]=1[C:10]([NH2:11])=[O:29]. (4) Given the reactants [Cl:1][C:2]1[C:3](=O)[O:4][C:5](=[O:8])[C:6]=1[CH3:7].[CH3:10][C:11]([C:16]1[N:20]([CH3:21])[N:19]=[C:18]([NH2:22])[CH:17]=1)([CH3:15])[CH2:12][CH:13]=[CH2:14].C(OCC)(=O)C.C(=O)([O-])O.[Na+], predict the reaction product. The product is: [Cl:1][C:2]1[C:3](=[O:4])[N:22]([C:18]2[CH:17]=[C:16]([C:11]([CH3:15])([CH3:10])[CH2:12][CH:13]=[CH2:14])[N:20]([CH3:21])[N:19]=2)[C:5](=[O:8])[C:6]=1[CH3:7]. (5) The product is: [CH3:13][O:12][C:11]1[CH:10]=[CH:9][C:8]2[NH:7][C:6](=[O:14])[C:5]3[S:15][CH:16]=[CH:17][C:4]=3[C:3]=2[C:2]=1[C:26]1[CH:27]=[CH:28][C:29]([C@@H:32]([NH:34][C:35](=[O:41])[O:36][C:37]([CH3:40])([CH3:39])[CH3:38])[CH3:33])=[CH:30][CH:31]=1. Given the reactants Br[C:2]1[C:3]2[C:4]3[CH:17]=[CH:16][S:15][C:5]=3[C:6](=[O:14])[NH:7][C:8]=2[CH:9]=[CH:10][C:11]=1[O:12][CH3:13].CC1(C)C(C)(C)OB([C:26]2[CH:31]=[CH:30][C:29]([C@@H:32]([NH:34][C:35](=[O:41])[O:36][C:37]([CH3:40])([CH3:39])[CH3:38])[CH3:33])=[CH:28][CH:27]=2)O1, predict the reaction product. (6) Given the reactants CC1(C)C(C)(C)OB([C:9]2[CH:22]=[C:21]3[C:12]([C:13]4[CH:14]=[CH:15][C:16]([C:23]5[CH:24]=[CH:25][C:26]6[N:30]=[C:29]([C@@H:31]7[CH2:35][CH2:34][CH2:33][N:32]7[C:36]([O:38][C:39]([CH3:42])([CH3:41])[CH3:40])=[O:37])[NH:28][C:27]=6[CH:43]=5)=[CH:17][C:18]=4[CH2:19][CH2:20]3)=[CH:11][CH:10]=2)O1.Br[C:46]1[NH:50][C:49]([C@@H:51]2[CH2:55][CH2:54][CH2:53][N:52]2[C:56](=[O:66])[C@@H:57]([NH:61][C:62](=[O:65])[O:63][CH3:64])[CH:58]([CH3:60])[CH3:59])=[N:48][CH:47]=1.P([O-])([O-])([O-])=O.[K+].[K+].[K+].C(COC)OC, predict the reaction product. The product is: [CH3:64][O:63][C:62]([NH:61][C@@H:57]([CH:58]([CH3:60])[CH3:59])[C:56]([N:52]1[CH2:53][CH2:54][CH2:55][C@H:51]1[C:49]1[NH:50][C:46]([C:9]2[CH:22]=[C:21]3[C:12]([C:13]4[CH:14]=[CH:15][C:16]([C:23]5[CH:24]=[CH:25][C:26]6[N:30]=[C:29]([C@@H:31]7[CH2:35][CH2:34][CH2:33][N:32]7[C:36]([O:38][C:39]([CH3:41])([CH3:40])[CH3:42])=[O:37])[NH:28][C:27]=6[CH:43]=5)=[CH:17][C:18]=4[CH2:19][CH2:20]3)=[CH:11][CH:10]=2)=[CH:47][N:48]=1)=[O:66])=[O:65]. (7) The product is: [CH3:26][O:25][C:23]([C:22]1[C:13]([C@@H:11]2[CH2:12][N:8]([C:48]([O:50][C:51]([CH3:52])([CH3:53])[CH3:54])=[O:49])[CH2:9][C@H:10]2[C:27]([O:29][CH3:30])=[O:28])=[CH:14][C:15]2[C:20]([CH:21]=1)=[CH:19][CH:18]=[CH:17][CH:16]=2)=[O:24]. Given the reactants C([N:8]1[CH2:12][C@@H:11]([C:13]2[C:22]([C:23]([O:25][CH3:26])=[O:24])=[CH:21][C:20]3[C:15](=[CH:16][CH:17]=[CH:18][CH:19]=3)[CH:14]=2)[C@H:10]([C:27]([O:29][CH3:30])=[O:28])[CH2:9]1)C1C=CC=CC=1.ClC(OC(Cl)C)=O.[OH-].[Na+].[C:51]([O:50][C:48](O[C:48]([O:50][C:51]([CH3:54])([CH3:53])[CH3:52])=[O:49])=[O:49])([CH3:54])([CH3:53])[CH3:52], predict the reaction product. (8) Given the reactants Br[C:2]1([CH2:13][C:14]2[CH:19]=[CH:18][CH:17]=[C:16]([Cl:20])[CH:15]=2)[C:10]2[C:5](=[CH:6][C:7]([Cl:11])=[CH:8][CH:9]=2)[NH:4][C:3]1=[O:12].[CH2:21]([O:23][C:24](=[O:30])[CH2:25][NH:26][CH:27]([CH3:29])[CH3:28])[CH3:22].CCN(C(C)C)C(C)C, predict the reaction product. The product is: [CH2:21]([O:23][C:24](=[O:30])[CH2:25][N:26]([C:2]1([CH2:13][C:14]2[CH:19]=[CH:18][CH:17]=[C:16]([Cl:20])[CH:15]=2)[C:10]2[C:5](=[CH:6][C:7]([Cl:11])=[CH:8][CH:9]=2)[NH:4][C:3]1=[O:12])[CH:27]([CH3:29])[CH3:28])[CH3:22]. (9) Given the reactants Br[C:2]1[C:7](=[O:8])[N:6]([CH2:9][C:10]2[CH:15]=[CH:14][C:13]([C:16]3[C:17]([C:22]#[N:23])=[CH:18][CH:19]=[CH:20][CH:21]=3)=[CH:12][CH:11]=2)[C:5]([CH2:24][CH2:25][CH3:26])=[N:4][C:3]=1[CH2:27][CH3:28].[F:29][C:30]1[CH:35]=[CH:34][C:33]([F:36])=[CH:32][C:31]=1[OH:37].[OH-].[K+].CS(C)=O, predict the reaction product. The product is: [F:29][C:30]1[CH:35]=[CH:34][C:33]([F:36])=[CH:32][C:31]=1[O:37][C:2]1[C:7](=[O:8])[N:6]([CH2:9][C:10]2[CH:15]=[CH:14][C:13]([C:16]3[C:17]([C:22]#[N:23])=[CH:18][CH:19]=[CH:20][CH:21]=3)=[CH:12][CH:11]=2)[C:5]([CH2:24][CH2:25][CH3:26])=[N:4][C:3]=1[CH2:27][CH3:28]. (10) Given the reactants I.[F:2][C:3]1[CH:4]=[C:5]([NH:15][C:16](SC)=[NH:17])[CH:6]=[CH:7][C:8]=1[N:9]1[CH:13]=[N:12][C:11]([CH3:14])=[N:10]1.[Cl:20][CH2:21][CH2:22][CH2:23][CH:24]([C:28]1[CH:33]=[CH:32][C:31]([O:34][C:35]([F:38])([F:37])[F:36])=[CH:30][CH:29]=1)[C:25](O)=O.CN1CCOCC1.C(N(CC)C(C)C)(C)C.[NH2:55][NH2:56], predict the reaction product. The product is: [Cl:20][CH2:21][CH2:22][CH2:23][CH:24]([C:25]1[NH:56][N:55]=[C:16]([NH:15][C:5]2[CH:6]=[CH:7][C:8]([N:9]3[CH:13]=[N:12][C:11]([CH3:14])=[N:10]3)=[C:3]([F:2])[CH:4]=2)[N:17]=1)[C:28]1[CH:33]=[CH:32][C:31]([O:34][C:35]([F:36])([F:37])[F:38])=[CH:30][CH:29]=1.